This data is from Full USPTO retrosynthesis dataset with 1.9M reactions from patents (1976-2016). The task is: Predict the reactants needed to synthesize the given product. (1) Given the product [CH3:31][N:32]([CH3:34])[CH:33]=[CH:27][C:26]([C:15]1[C:16](=[O:25])[C:17]([O:18][C:19]2[CH:20]=[CH:21][CH:22]=[CH:23][CH:24]=2)=[CH:37][N:13]([C:3]2[CH:4]=[CH:5][C:6]([N:8]3[CH:12]=[CH:11][CH:10]=[N:9]3)=[CH:7][C:2]=2[F:1])[N:14]=1)=[O:28], predict the reactants needed to synthesize it. The reactants are: [F:1][C:2]1[CH:7]=[C:6]([N:8]2[CH:12]=[CH:11][CH:10]=[N:9]2)[CH:5]=[CH:4][C:3]=1[NH:13][N:14]=[C:15]([C:26](=[O:28])[CH3:27])[C:16](=[O:25])[CH2:17][O:18][C:19]1[CH:24]=[CH:23][CH:22]=[CH:21][CH:20]=1.CO[CH:31](OC)[N:32]([CH3:34])[CH3:33].[CH3:37]C(N(C)C)=O. (2) Given the product [ClH:22].[NH2:7][C@@H:3]([CH2:4][CH2:5][CH3:6])[C@@H:2]([C:15]1[CH:20]=[CH:19][CH:18]=[CH:17][CH:16]=1)[OH:1], predict the reactants needed to synthesize it. The reactants are: [OH:1][C@H:2]([C:15]1[CH:20]=[CH:19][CH:18]=[CH:17][CH:16]=1)[C@@H:3]([NH:7]C(=O)OC(C)(C)C)[CH2:4][CH2:5][CH3:6].O.[ClH:22]. (3) Given the product [CH3:29][N:27](/[CH:26]=[N:25]/[C:22]1[N:23]=[CH:24][C:19]([O:12][C:9]2[C:10]3[C:5]([CH:6]=[C:7]([C:13]([O:15][CH2:16][CH3:17])=[O:14])[CH:8]=2)=[N:4][N:3]([CH2:1][CH3:2])[CH:11]=3)=[N:20][CH:21]=1)[CH3:28], predict the reactants needed to synthesize it. The reactants are: [CH2:1]([N:3]1[CH:11]=[C:10]2[C:5]([CH:6]=[C:7]([C:13]([O:15][CH2:16][CH3:17])=[O:14])[CH:8]=[C:9]2[OH:12])=[N:4]1)[CH3:2].Br[C:19]1[N:20]=[CH:21][C:22](/[N:25]=[CH:26]/[N:27]([CH3:29])[CH3:28])=[N:23][CH:24]=1.C(=O)([O-])[O-].[K+].[K+].CC(C)(C(=O)CC(=O)C(C)(C)C)C. (4) The reactants are: [Cl:1][C:2]1[CH:7]=[C:6]([N+:8]([O-])=O)[CH:5]=[CH:4][C:3]=1[O:11][CH2:12][C:13]1[CH:18]=[CH:17][CH:16]=[C:15]([F:19])[CH:14]=1.[Cl-].[NH4+]. Given the product [Cl:1][C:2]1[CH:7]=[C:6]([CH:5]=[CH:4][C:3]=1[O:11][CH2:12][C:13]1[CH:18]=[CH:17][CH:16]=[C:15]([F:19])[CH:14]=1)[NH2:8], predict the reactants needed to synthesize it. (5) Given the product [C:10]1([C:2]2[CH:6]=[CH:5][O:4][C:3]=2[C:7]([OH:9])=[O:8])[CH:15]=[CH:14][CH:13]=[CH:12][CH:11]=1, predict the reactants needed to synthesize it. The reactants are: Br[C:2]1[CH:6]=[CH:5][O:4][C:3]=1[C:7]([OH:9])=[O:8].[C:10]1(B(O)O)[CH:15]=[CH:14][CH:13]=[CH:12][CH:11]=1.C([O-])(O)=O.[Na+]. (6) Given the product [Br:12][C:9]1[CH:10]=[CH:11][C:6]2[NH:5][C:3](=[O:4])[CH2:2][N:24]=[C:13]([C:14]3[CH:19]=[CH:18][CH:17]=[CH:16][C:15]=3[F:20])[C:7]=2[CH:8]=1, predict the reactants needed to synthesize it. The reactants are: Br[CH2:2][C:3]([NH:5][C:6]1[CH:11]=[CH:10][C:9]([Br:12])=[CH:8][C:7]=1[C:13](=O)[C:14]1[CH:19]=[CH:18][CH:17]=[CH:16][C:15]=1[F:20])=[O:4].CO.[NH3:24].